This data is from Reaction yield outcomes from USPTO patents with 853,638 reactions. The task is: Predict the reaction yield, written as a fraction of the theoretical maximum amount of product (1.0 means a 100% yield; for example, 0.34 means a 34% yield). (1) The product is [F:23][C:17]1[CH:18]=[C:19]([CH3:22])[CH:20]=[CH:21][C:16]=1[C:7]1[CH:8]=[C:9]([C:11]2[S:15][CH:14]=[N:13][CH:12]=2)[CH:10]=[C:5]([C:3]([OH:4])=[O:2])[CH:6]=1. The yield is 0.750. The reactants are C[O:2][C:3]([C:5]1[CH:6]=[C:7]([C:16]2[CH:21]=[CH:20][C:19]([CH3:22])=[CH:18][C:17]=2[F:23])[CH:8]=[C:9]([C:11]2[S:15][CH:14]=[N:13][CH:12]=2)[CH:10]=1)=[O:4].O[Li].O. The catalyst is C1COCC1.O. (2) The reactants are [CH3:1][C:2]1[C:6]([C:7]([O:9][CH3:10])=[O:8])=[CH:5][NH:4][N:3]=1.C(=O)([O-])[O-].[K+].[K+].[CH2:17](Br)[C:18]1[CH:23]=[CH:22][CH:21]=[CH:20][CH:19]=1.O. The catalyst is CN(C)C=O. The product is [CH2:17]([N:4]1[CH:5]=[C:6]([C:7]([O:9][CH3:10])=[O:8])[C:2]([CH3:1])=[N:3]1)[C:18]1[CH:23]=[CH:22][CH:21]=[CH:20][CH:19]=1. The yield is 0.710. (3) The reactants are [Cl:1][C:2]1[CH:3]=[C:4]([C:9](=O)[CH3:10])[CH:5]=[C:6]([Cl:8])[CH:7]=1.[CH3:12][C:13]([S@@:16]([NH2:18])=[O:17])([CH3:15])[CH3:14].C(OCC)(=O)C. The catalyst is C1COCC1.[Cl-].[Na+].O.C(O[Ti](OC(C)C)(OC(C)C)OC(C)C)(C)C. The product is [Cl:1][C:2]1[CH:3]=[C:4](/[C:9](=[N:18]/[S@:16]([C:13]([CH3:15])([CH3:14])[CH3:12])=[O:17])/[CH3:10])[CH:5]=[C:6]([Cl:8])[CH:7]=1. The yield is 0.800.